Dataset: Full USPTO retrosynthesis dataset with 1.9M reactions from patents (1976-2016). Task: Predict the reactants needed to synthesize the given product. (1) The reactants are: Cl[CH2:2][C:3]1[CH:13]=[CH:12][C:6]2[O:7][C:8]([F:11])([F:10])[O:9][C:5]=2[CH:4]=1.[C-:14]#[N:15].[Na+].O.CC(OC)(C)C. Given the product [F:10][C:8]1([F:11])[O:7][C:6]2[CH:12]=[CH:13][C:3]([CH2:2][C:14]#[N:15])=[CH:4][C:5]=2[O:9]1, predict the reactants needed to synthesize it. (2) Given the product [CH3:25][O:24][C:17]1[CH:18]=[C:19]([O:22][CH3:23])[CH:20]=[CH:21][C:16]=1[CH2:15][NH:14][C:10]1[N:11]=[CH:12][N:13]=[C:8]([C:7]2[C:2]([NH:26][C:27]3[CH:28]=[C:29]([NH:34][C:35](=[O:46])[C:36]4[CH:41]=[CH:40][CH:39]=[C:38]([C:42]([F:43])([F:44])[F:45])[CH:37]=4)[CH:30]=[CH:31][C:32]=3[CH3:33])=[N:3][CH:4]=[CH:5][CH:6]=2)[CH:9]=1, predict the reactants needed to synthesize it. The reactants are: Cl[C:2]1[C:7]([C:8]2[N:13]=[CH:12][N:11]=[C:10]([NH:14][CH2:15][C:16]3[CH:21]=[CH:20][C:19]([O:22][CH3:23])=[CH:18][C:17]=3[O:24][CH3:25])[CH:9]=2)=[CH:6][CH:5]=[CH:4][N:3]=1.[NH2:26][C:27]1[CH:28]=[C:29]([NH:34][C:35](=[O:46])[C:36]2[CH:41]=[CH:40][CH:39]=[C:38]([C:42]([F:45])([F:44])[F:43])[CH:37]=2)[CH:30]=[CH:31][C:32]=1[CH3:33].CC(C)([O-])C.[K+]. (3) Given the product [CH2:18]([O:16][C:15]([C:6]1[CH:7]=[CH:8][C:9]2[C:14](=[C:13]([N+:1]([O-:4])=[O:2])[CH:12]=[CH:11][CH:10]=2)[CH:5]=1)=[O:17])[CH3:19], predict the reactants needed to synthesize it. The reactants are: [N+:1]([O-:4])(O)=[O:2].[CH:5]1[C:14]2[C:9](=[CH:10][CH:11]=[CH:12][CH:13]=2)[CH:8]=[CH:7][C:6]=1[C:15]([OH:17])=[O:16].[C:18](OC(=O)C)(=O)[CH3:19]. (4) Given the product [CH:21]([C:23]1[CH:28]=[CH:27][C:26]([C:2]2[CH:7]=[CH:6][C:5]([C:8]3[O:12][C:11]([CH:13]=[O:14])=[CH:10][CH:9]=3)=[CH:4][CH:3]=2)=[CH:25][CH:24]=1)=[O:22], predict the reactants needed to synthesize it. The reactants are: Br[C:2]1[CH:7]=[CH:6][C:5]([C:8]2[O:12][C:11]([CH:13]=[O:14])=[CH:10][CH:9]=2)=[CH:4][CH:3]=1.C([O-])([O-])=O.[Na+].[Na+].[CH:21]([C:23]1[CH:28]=[CH:27][C:26](B(O)O)=[CH:25][CH:24]=1)=[O:22].